Predict the product of the given reaction. From a dataset of Forward reaction prediction with 1.9M reactions from USPTO patents (1976-2016). (1) Given the reactants [Li+].C[Si]([N-][Si](C)(C)C)(C)C.[CH3:11][O:12][C:13]([CH:15]1[CH2:19][C:18](=[O:20])[N:17]([C:21]2[C:26]([CH3:27])=[CH:25][CH:24]=[CH:23][C:22]=2[CH3:28])[CH2:16]1)=[O:14].I[CH:30]1[CH2:33][CH2:32][CH2:31]1.[NH4+].[Cl-], predict the reaction product. The product is: [CH3:11][O:12][C:13]([C:15]1([CH:30]2[CH2:33][CH2:32][CH2:31]2)[CH2:19][C:18](=[O:20])[N:17]([C:21]2[C:26]([CH3:27])=[CH:25][CH:24]=[CH:23][C:22]=2[CH3:28])[CH2:16]1)=[O:14]. (2) Given the reactants [NH2:1][C@@H:2]([CH2:27][C:28]1[CH:33]=[CH:32][CH:31]=[CH:30][CH:29]=1)[CH2:3][C@H:4]([OH:26])[C@@H:5]([NH:13][C:14]([C@@H:16]([NH:21][C:22](=[O:25])[O:23][CH3:24])[C@@H:17]([CH3:20])[CH2:18][CH3:19])=[O:15])[CH2:6][C:7]1[CH:12]=[CH:11][CH:10]=[CH:9][CH:8]=1.[CH3:34][C@@H:35]([CH2:54][CH3:55])[C@H:36]([N:40]1[CH2:44][CH2:43][N:42]([CH2:45][C:46]2[CH:51]=[CH:50][CH:49]=[C:48]([CH3:52])[N:47]=2)[C:41]1=[O:53])[C:37](O)=[O:38].CCOP(ON1N=NC2C=CC=CC=2C1=O)(OCC)=O.C(N(CC)C(C)C)(C)C, predict the reaction product. The product is: [CH2:6]([C@H:5]([NH:13][C:14]([C@@H:16]([NH:21][C:22](=[O:25])[O:23][CH3:24])[CH:17]([CH3:20])[CH2:18][CH3:19])=[O:15])[C@@H:4]([OH:26])[CH2:3][C@@H:2]([NH:1][C:37](=[O:38])[C@@H:36]([N:40]1[CH2:44][CH2:43][N:42]([CH2:45][C:46]2[CH:51]=[CH:50][CH:49]=[C:48]([CH3:52])[N:47]=2)[C:41]1=[O:53])[CH:35]([CH3:34])[CH2:54][CH3:55])[CH2:27][C:28]1[CH:29]=[CH:30][CH:31]=[CH:32][CH:33]=1)[C:7]1[CH:12]=[CH:11][CH:10]=[CH:9][CH:8]=1. (3) Given the reactants [Cl:1][C:2]1[CH:10]=[C:9]2[C:5]([C:6]([C:11]([N:13]3[CH2:18][CH2:17][C:16]4([C:22]5[CH:23]=[CH:24][C:25]([F:27])=[CH:26][C:21]=5[C:20](=[O:28])[O:19]4)[CH2:15][CH2:14]3)=[O:12])=[CH:7][NH:8]2)=[CH:4][CH:3]=1.Br[CH2:30][CH2:31][CH:32]1[CH2:37][CH2:36][O:35][CH2:34][CH2:33]1, predict the reaction product. The product is: [ClH:1].[Cl:1][C:2]1[CH:10]=[C:9]2[C:5]([C:6]([C:11]([N:13]3[CH2:18][CH2:17][C:16]4([C:22]5[CH:23]=[CH:24][C:25]([F:27])=[CH:26][C:21]=5[C:20](=[O:28])[O:19]4)[CH2:15][CH2:14]3)=[O:12])=[CH:7][N:8]2[CH2:30][CH2:31][CH:32]2[CH2:37][CH2:36][O:35][CH2:34][CH2:33]2)=[CH:4][CH:3]=1. (4) Given the reactants N1C=CN=C1.C1(P(C2C=CC=CC=2)C2C=CC=CC=2)C=CC=CC=1.[I:25]I.[CH2:27]([N:29]1[CH2:34][N:33]([CH3:35])[CH2:32][N:31]([C:36]2[S:37][C:38]3[C:44]([CH2:45]O)=[CH:43][C:42]([C:47]4[CH:48]=[N:49][C:50]([N:53]5[CH2:58][CH2:57][C:56]([CH3:64])([C:59]([O:61][CH2:62][CH3:63])=[O:60])[CH2:55][CH2:54]5)=[N:51][CH:52]=4)=[CH:41][C:39]=3[N:40]=2)[C:30]1=[O:65])[CH3:28], predict the reaction product. The product is: [CH2:27]([N:29]1[CH2:34][N:33]([CH3:35])[CH2:32][N:31]([C:36]2[S:37][C:38]3[C:44]([CH2:45][I:25])=[CH:43][C:42]([C:47]4[CH:48]=[N:49][C:50]([N:53]5[CH2:58][CH2:57][C:56]([CH3:64])([C:59]([O:61][CH2:62][CH3:63])=[O:60])[CH2:55][CH2:54]5)=[N:51][CH:52]=4)=[CH:41][C:39]=3[N:40]=2)[C:30]1=[O:65])[CH3:28]. (5) Given the reactants [NH2:1][C:2]1[CH:3]=[N:4][CH:5]=[CH:6][C:7]=1[N:8]1[CH2:13][C@H:12]([CH3:14])[C@H:11]([N:15]2[CH:19]=[C:18]([CH2:20][OH:21])[N:17]=[N:16]2)[C@H:10]([NH:22]C(=O)OC(C)(C)C)[CH2:9]1.CCN=C=NCCCN(C)C.C1C=NC2N(O)N=NC=2C=1.[F:51][C:52]1[CH:57]=[CH:56][CH:55]=[C:54]([F:58])[C:53]=1[C:59]1[N:64]=[C:63]([C:65](O)=[O:66])[CH:62]=[CH:61][C:60]=1[F:68].C(=O)([O-])[O-].[K+].[K+], predict the reaction product. The product is: [NH2:22][C@H:10]1[C@@H:11]([N:15]2[CH:19]=[C:18]([CH2:20][OH:21])[N:17]=[N:16]2)[C@@H:12]([CH3:14])[CH2:13][N:8]([C:7]2[CH:6]=[CH:5][N:4]=[CH:3][C:2]=2[NH:1][C:65](=[O:66])[C:63]2[CH:62]=[CH:61][C:60]([F:68])=[C:59]([C:53]3[C:52]([F:51])=[CH:57][CH:56]=[CH:55][C:54]=3[F:58])[N:64]=2)[CH2:9]1. (6) Given the reactants Cl[C:2]1[C:11]2[C:6](=[CH:7][C:8](O)=C(OC)[CH:10]=2)N=CN=1.OCCC1CCN([C:24]([O:26][C:27]([CH3:30])(C)C)=[O:25])CC1.[C:31]1(P(C2C=CC=CC=2)C2C=CC=CC=2)C=CC=CC=1.N(C(OC(C)C)=O)=NC(OC(C)C)=O, predict the reaction product. The product is: [CH3:8][CH2:7][CH2:6][CH:11]([CH3:2])[CH3:10].[C:24]([O:26][CH2:27][CH3:30])(=[O:25])[CH3:31]. (7) The product is: [N:24]1[C:25]([NH:29][CH:38]([C:40]2[O:41][C:42](=[O:56])[C:43]3[C:48]([C:49]=2[C:50]2[CH2:51][CH2:52][O:53][CH2:54][CH:55]=2)=[CH:47][CH:46]=[CH:45][CH:44]=3)[CH3:39])=[C:26]2[C:21]([NH:20][CH:28]=[N:27]2)=[N:22][CH:23]=1. Given the reactants C([N:20]1[CH:28]=[N:27][C:26]2[C:21]1=[N:22][CH:23]=[N:24][C:25]=2[NH:29]C(=O)OC(C)(C)C)(C1C=CC=CC=1)(C1C=CC=CC=1)C1C=CC=CC=1.Br[CH:38]([C:40]1[O:41][C:42](=[O:56])[C:43]2[C:48]([C:49]=1[C:50]1[CH2:51][CH2:52][O:53][CH2:54][CH:55]=1)=[CH:47][CH:46]=[CH:45][CH:44]=2)[CH3:39].[H-].[Na+], predict the reaction product. (8) The product is: [C:18]([O:17][C:15]([NH:14][C:11]([CH3:13])([CH3:12])[C@H:10]([NH:22][C:39]([C:37]1[S:36][C:35]2[CH:42]=[C:31]([C:30]#[C:29][C@@H:27]3[CH2:28][C@H:26]3[CH2:25][OH:24])[CH:32]=[CH:33][C:34]=2[CH:38]=1)=[O:40])[C:9]([O:8][CH3:7])=[O:23])=[O:16])([CH3:21])([CH3:20])[CH3:19]. Given the reactants C(O)(=O)C(O)=O.[CH3:7][O:8][C:9](=[O:23])[C@@H:10]([NH2:22])[C:11]([NH:14][C:15]([O:17][C:18]([CH3:21])([CH3:20])[CH3:19])=[O:16])([CH3:13])[CH3:12].[OH:24][CH2:25][C@@H:26]1[CH2:28][C@H:27]1[C:29]#[C:30][C:31]1[CH:32]=[CH:33][C:34]2[CH:38]=[C:37]([C:39](O)=[O:40])[S:36][C:35]=2[CH:42]=1.C(N(CC)CC)C.CN(C(ON1N=NC2C=CC=NC1=2)=[N+](C)C)C.F[P-](F)(F)(F)(F)F, predict the reaction product.